From a dataset of Full USPTO retrosynthesis dataset with 1.9M reactions from patents (1976-2016). Predict the reactants needed to synthesize the given product. (1) Given the product [CH3:22][NH:23][C:18]([C:14]1[S:13][C:12](/[CH:11]=[CH:10]/[C:9]2[C:5]([CH2:1][CH2:2][CH2:3][CH3:4])=[N:6][O:7][C:8]=2[CH3:21])=[N:16][C:15]=1[CH3:17])=[O:20], predict the reactants needed to synthesize it. The reactants are: [CH2:1]([C:5]1[C:9](/[CH:10]=[CH:11]/[C:12]2[S:13][C:14]([C:18]([OH:20])=O)=[C:15]([CH3:17])[N:16]=2)=[C:8]([CH3:21])[O:7][N:6]=1)[CH2:2][CH2:3][CH3:4].[CH3:22][NH2:23]. (2) The reactants are: Br[C:2]1[CH:3]=[C:4]([N:8]2[C:16]3[CH2:15][CH2:14][N:13]([C:17]([O:19][C:20]([CH3:23])([CH3:22])[CH3:21])=[O:18])[CH2:12][C:11]=3[C:10]([C:24]([O:26][CH2:27][CH3:28])=[O:25])=[N:9]2)[CH:5]=[CH:6][CH:7]=1.[C:29]([C@:31]1([OH:38])[CH2:35][CH2:34][N:33]([CH3:36])[C:32]1=[O:37])#[CH:30]. Given the product [OH:38][C@@:31]1([C:29]#[C:30][C:2]2[CH:3]=[C:4]([N:8]3[C:16]4[CH2:15][CH2:14][N:13]([C:17]([O:19][C:20]([CH3:21])([CH3:23])[CH3:22])=[O:18])[CH2:12][C:11]=4[C:10]([C:24]([O:26][CH2:27][CH3:28])=[O:25])=[N:9]3)[CH:5]=[CH:6][CH:7]=2)[CH2:35][CH2:34][N:33]([CH3:36])[C:32]1=[O:37], predict the reactants needed to synthesize it. (3) Given the product [CH3:28][Si:29]([CH3:31])([CH3:30])[C:32]#[C:33][C:10]([O:14][CH2:15][CH3:16])([O:17][CH2:18][CH3:19])[O:20][CH2:21][CH3:22], predict the reactants needed to synthesize it. The reactants are: B(F)(F)F.CCOCC.[C:10]([O:20][CH2:21][CH3:22])([O:17][CH2:18][CH3:19])([O:14][CH2:15][CH3:16])OCC.C([Li])CCC.[CH3:28][Si:29]([C:32]#[CH:33])([CH3:31])[CH3:30].F[B-](F)(F)F.C(O[C+](OCC)OCC)C.C(=O)([O-])[O-].[K+].[K+]. (4) Given the product [C:50]([O:40][C:65]([CH:11]1[NH:10][CH2:9][C:14]2[S:15][C:16]([C:18]([N:36]3[CH2:37][CH2:38][N:33]([S:30]([C:28]4[S:27][C:26]5[CH:39]=[C:22]([Cl:51])[CH:23]=[CH:24][C:25]=5[CH:29]=4)(=[O:32])=[O:31])[CH2:34][CH2:35]3)=[O:20])=[N:17][C:13]=2[CH2:12]1)=[O:66])([CH3:49])([CH3:45])[CH3:52], predict the reactants needed to synthesize it. The reactants are: [Li].C(OC([CH:9]1[C:14]2[S:15][C:16]([C:18]([O-:20])=O)=[N:17][C:13]=2[CH2:12][CH2:11][NH:10]1)=O)(C)(C)C.Cl[C:22]1[CH:23]=[CH:24][C:25]2[CH:29]=[C:28]([S:30]([N:33]3[CH2:38][CH2:37][NH:36][CH2:35][CH2:34]3)(=[O:32])=[O:31])[S:27][C:26]=2[CH:39]=1.[OH2:40].[OH:40]N1[C:45]2[CH:50]=[CH:49][CH:49]=[CH:50][C:45]=2N=N1.[ClH:51].[CH3:52]N(CCCN=C=NCC)C.CN(C)[CH:65]=[O:66]. (5) Given the product [ClH:46].[F:16][C:12]1[CH:11]=[C:10]([N:9]2[CH2:7][CH2:6][NH:4][CH2:3][C:1]2=[O:2])[CH:15]=[CH:14][CH:13]=1, predict the reactants needed to synthesize it. The reactants are: [CH2:1]([CH2:3][NH2:4])[OH:2].Br[CH2:6][C:7]([NH:9][C:10]1[CH:15]=[CH:14][CH:13]=[C:12]([F:16])[CH:11]=1)=O.C(P(CCCC)CCCC)CCC.CC(OC(/N=N/C(OC(C)(C)C)=O)=O)(C)C.[ClH:46]. (6) Given the product [NH2:13][C:4]1[CH:5]=[C:6]([CH2:7][CH2:8][C:9]([O:11][CH3:12])=[O:10])[N:2]([CH3:1])[N:3]=1, predict the reactants needed to synthesize it. The reactants are: [CH3:1][N:2]1[C:6](/[CH:7]=[CH:8]/[C:9]([O:11][CH3:12])=[O:10])=[CH:5][C:4]([N+:13]([O-])=O)=[N:3]1. (7) Given the product [C:17]([O:16][C:14]([NH:1][C@H:2]([C:11]([OH:13])=[O:12])[CH2:3][C:4]1[CH:5]=[CH:6][C:7]([OH:10])=[CH:8][CH:9]=1)=[O:15])([CH3:20])([CH3:19])[CH3:18], predict the reactants needed to synthesize it. The reactants are: [NH2:1][C@H:2]([C:11]([OH:13])=[O:12])[CH2:3][C:4]1[CH:9]=[CH:8][C:7]([OH:10])=[CH:6][CH:5]=1.[C:14](O[C:14]([O:16][C:17]([CH3:20])([CH3:19])[CH3:18])=[O:15])([O:16][C:17]([CH3:20])([CH3:19])[CH3:18])=[O:15].